Dataset: Full USPTO retrosynthesis dataset with 1.9M reactions from patents (1976-2016). Task: Predict the reactants needed to synthesize the given product. (1) The reactants are: [C:1]([O:5][C:6]([N:8]1[CH2:14][CH2:13][C:12]2[CH:15]=[CH:16][C:17]([NH2:19])=[CH:18][C:11]=2[CH2:10][CH2:9]1)=[O:7])([CH3:4])([CH3:3])[CH3:2].[I:20][C:21]1[CH:26]=[CH:25][C:24]([S:27](Cl)(=[O:29])=[O:28])=[CH:23][CH:22]=1. Given the product [C:1]([O:5][C:6]([N:8]1[CH2:14][CH2:13][C:12]2[CH:15]=[CH:16][C:17]([NH:19][S:27]([C:24]3[CH:25]=[CH:26][C:21]([I:20])=[CH:22][CH:23]=3)(=[O:29])=[O:28])=[CH:18][C:11]=2[CH2:10][CH2:9]1)=[O:7])([CH3:4])([CH3:2])[CH3:3], predict the reactants needed to synthesize it. (2) Given the product [Cl:1][C:2]1[CH:3]=[C:4]([C@H:9]([CH2:21][CH2:22][N:32]2[CH2:33][CH2:34][C:29]([N:24]3[CH2:28][CH2:27][CH2:26][CH2:25]3)([C:35]([N:37]3[CH2:38][CH2:39][CH2:40][CH2:41]3)=[O:36])[CH2:30][CH2:31]2)[CH2:10][N:11]([CH3:20])[C:12](=[O:19])[C:13]2[CH:14]=[CH:15][CH:16]=[CH:17][CH:18]=2)[CH:5]=[CH:6][C:7]=1[Cl:8], predict the reactants needed to synthesize it. The reactants are: [Cl:1][C:2]1[CH:3]=[C:4]([C@H:9]([CH2:21][CH:22]=O)[CH2:10][N:11]([CH3:20])[C:12](=[O:19])[C:13]2[CH:18]=[CH:17][CH:16]=[CH:15][CH:14]=2)[CH:5]=[CH:6][C:7]=1[Cl:8].[N:24]1([C:29]2([C:35]([N:37]3[CH2:41][CH2:40][CH2:39][CH2:38]3)=[O:36])[CH2:34][CH2:33][NH:32][CH2:31][CH2:30]2)[CH2:28][CH2:27][CH2:26][CH2:25]1.C([O-])(=O)C.[Na+].C(O[BH-](OC(=O)C)OC(=O)C)(=O)C.[Na+]. (3) Given the product [Br:1][C:2]1[CH:3]=[C:4]2[C:8](=[CH:9][CH:10]=1)[N:7]([C:30]([O:29][C:25]([CH3:28])([CH3:27])[CH3:26])=[O:31])[CH:6]=[C:5]2/[C:11](/[C:23]#[N:24])=[CH:12]/[C:13]1[CH:14]=[C:15]([C:16]#[N:17])[CH:18]=[CH:19][C:20]=1[O:21][CH3:22], predict the reactants needed to synthesize it. The reactants are: [Br:1][C:2]1[CH:3]=[C:4]2[C:8](=[CH:9][CH:10]=1)[NH:7][CH:6]=[C:5]2/[C:11](/[C:23]#[N:24])=[CH:12]/[C:13]1[CH:14]=[C:15]([CH:18]=[CH:19][C:20]=1[O:21][CH3:22])[C:16]#[N:17].[C:25]([O:29][C:30](O[C:30]([O:29][C:25]([CH3:28])([CH3:27])[CH3:26])=[O:31])=[O:31])([CH3:28])([CH3:27])[CH3:26]. (4) Given the product [ClH:37].[ClH:37].[O:1]1[C:5]2[CH:6]=[CH:7][CH:8]=[CH:9][C:4]=2[C:3]([NH:10][C:11]([N:13]2[CH2:14][CH2:15][N:16]([C:19]3[S:23][N:22]=[C:21]([N:24]4[CH2:25][CH2:26][NH:27][CH2:28][CH2:29]4)[N:20]=3)[CH2:17][CH2:18]2)=[O:12])=[N:2]1, predict the reactants needed to synthesize it. The reactants are: [O:1]1[C:5]2[CH:6]=[CH:7][CH:8]=[CH:9][C:4]=2[C:3]([NH:10][C:11]([N:13]2[CH2:18][CH2:17][N:16]([C:19]3[S:23][N:22]=[C:21]([N:24]4[CH2:29][CH2:28][N:27](C(OC(C)(C)C)=O)[CH2:26][CH2:25]4)[N:20]=3)[CH2:15][CH2:14]2)=[O:12])=[N:2]1.[ClH:37]. (5) The reactants are: [Br:1][C:2]1[CH:3]=[N:4][N:5]2[C:10]([NH:11][C:12]3[CH:17]=[CH:16][C:15]([F:18])=[CH:14][C:13]=3[CH3:19])=[C:9]([C:20](O)=[O:21])[CH:8]=[N:7][C:6]=12.Cl.[F:24][C:25]1([C:31]2[CH:36]=[CH:35][C:34]([F:37])=[CH:33][CH:32]=2)[CH2:30][CH2:29][NH:28][CH2:27][CH2:26]1. Given the product [Br:1][C:2]1[CH:3]=[N:4][N:5]2[C:10]([NH:11][C:12]3[CH:17]=[CH:16][C:15]([F:18])=[CH:14][C:13]=3[CH3:19])=[C:9]([C:20]([N:28]3[CH2:27][CH2:26][C:25]([F:24])([C:31]4[CH:36]=[CH:35][C:34]([F:37])=[CH:33][CH:32]=4)[CH2:30][CH2:29]3)=[O:21])[CH:8]=[N:7][C:6]=12, predict the reactants needed to synthesize it. (6) The reactants are: [Br-].[C:2]1(C([PH3+])(C2C=CC=CC=2)C2C=CC=CC=2)C=CC=CC=1.C[Si]([N-][Si](C)(C)C)(C)C.[Li+].[CH3:32][O:33][C:34]1[CH:39]=[CH:38][C:37]([C:40]([C:42]2[CH:47]=[CH:46][C:45]([O:48][CH3:49])=[C:44]([O:50][CH2:51][CH3:52])[CH:43]=2)=O)=[CH:36][C:35]=1[N+:53]([O-:55])=[O:54]. Given the product [CH2:51]([O:50][C:44]1[CH:43]=[C:42]([C:40]([C:37]2[CH:38]=[CH:39][C:34]([O:33][CH3:32])=[C:35]([N+:53]([O-:55])=[O:54])[CH:36]=2)=[CH2:2])[CH:47]=[CH:46][C:45]=1[O:48][CH3:49])[CH3:52], predict the reactants needed to synthesize it. (7) Given the product [F:1][CH:2]([F:35])[C:3]1[S:7][C:6]([C:8]([NH:10][C:11]2[N:15]([CH2:16][C@H:17]3[CH2:21][CH2:20][CH2:19][N:18]3[C:22]([O:24][C:25]([CH3:26])([CH3:28])[CH3:27])=[O:23])[C:14]3[CH:29]=[CH:30][C:31]([CH2:33][N:39]4[CH2:38][CH:37]([CH3:36])[O:42][CH:41]([CH3:43])[CH2:40]4)=[CH:32][C:13]=3[N:12]=2)=[O:9])=[CH:5][CH:4]=1, predict the reactants needed to synthesize it. The reactants are: [F:1][CH:2]([F:35])[C:3]1[S:7][C:6]([C:8]([NH:10][C:11]2[N:15]([CH2:16][C@H:17]3[CH2:21][CH2:20][CH2:19][N:18]3[C:22]([O:24][C:25]([CH3:28])([CH3:27])[CH3:26])=[O:23])[C:14]3[CH:29]=[CH:30][C:31]([CH:33]=O)=[CH:32][C:13]=3[N:12]=2)=[O:9])=[CH:5][CH:4]=1.[CH3:36][CH:37]1[O:42][CH:41]([CH3:43])[CH2:40][NH:39][CH2:38]1.[BH3-]C#N.[Na+]. (8) Given the product [OH:1][C:2]1[C:3]([C:12]([O:14][CH2:19][CH2:20][CH3:21])=[O:13])=[CH:4][C:5]2[C:10]([CH:11]=1)=[CH:9][CH:8]=[CH:7][CH:6]=2, predict the reactants needed to synthesize it. The reactants are: [OH:1][C:2]1[C:3]([C:12]([OH:14])=[O:13])=[CH:4][C:5]2[C:10]([CH:11]=1)=[CH:9][CH:8]=[CH:7][CH:6]=2.S(Cl)(Cl)=O.[CH2:19](O)[CH2:20][CH3:21].